This data is from Forward reaction prediction with 1.9M reactions from USPTO patents (1976-2016). The task is: Predict the product of the given reaction. (1) Given the reactants [Cl:1][C:2]1[CH:3]=[C:4]([C:9]2[CH:14]=[C:13]([CH3:15])[N:12]=[C:11]([N:16]3[CH:20]=[C:19](I)[N:18]=[CH:17]3)[N:10]=2)[CH:5]=[CH:6][C:7]=1[Cl:8].[C:22]([NH:26][S:27]([C:30]1[CH:35]=[CH:34][C:33](B(O)O)=[CH:32][CH:31]=1)(=[O:29])=[O:28])([CH3:25])([CH3:24])[CH3:23], predict the reaction product. The product is: [C:22]([NH:26][S:27]([C:30]1[CH:35]=[CH:34][C:33]([C:19]2[N:18]=[CH:17][N:16]([C:11]3[N:12]=[C:13]([CH3:15])[CH:14]=[C:9]([C:4]4[CH:5]=[CH:6][C:7]([Cl:8])=[C:2]([Cl:1])[CH:3]=4)[N:10]=3)[CH:20]=2)=[CH:32][CH:31]=1)(=[O:29])=[O:28])([CH3:25])([CH3:23])[CH3:24]. (2) Given the reactants [Cl:1][C:2]1[C:3]([C:9]([O:11][CH2:12][CH3:13])=[O:10])=[N:4][CH:5]=[C:6]([OH:8])[CH:7]=1.[N+](C1C=CC(S(O[CH2:27][C@H:28]2[CH2:30][C:29]2([F:32])[F:31])(=O)=O)=CC=1)([O-])=O, predict the reaction product. The product is: [Cl:1][C:2]1[C:3]([C:9]([O:11][CH2:12][CH3:13])=[O:10])=[N:4][CH:5]=[C:6]([O:8][CH2:27][C@H:28]2[CH2:30][C:29]2([F:32])[F:31])[CH:7]=1. (3) Given the reactants [NH2:1][N:2]1[N:11]=[C:10]([N:12]2[CH2:17][CH2:16][O:15][CH2:14][CH2:13]2)[C:9]2[C:4](=[CH:5][CH:6]=[CH:7][CH:8]=2)[C:3]1=[O:18].[N+:19]([C:22]1[CH:27]=[CH:26][CH:25]=[CH:24][C:23]=1[CH2:28][C:29](O)=[O:30])([O-:21])=[O:20], predict the reaction product. The product is: [N:12]1([C:10]2[C:9]3[C:4](=[CH:5][CH:6]=[CH:7][CH:8]=3)[C:3](=[O:18])[N:2]([NH:1][C:29](=[O:30])[CH2:28][C:23]3[CH:24]=[CH:25][CH:26]=[CH:27][C:22]=3[N+:19]([O-:21])=[O:20])[N:11]=2)[CH2:17][CH2:16][O:15][CH2:14][CH2:13]1. (4) The product is: [Cl:1][C:2]1[CH:9]=[CH:8][CH:7]=[C:6]([S:21][C:18]2[CH:19]=[CH:20][C:15]([O:14][CH3:13])=[CH:16][CH:17]=2)[C:3]=1[CH:4]=[O:5]. Given the reactants [Cl:1][C:2]1[CH:9]=[CH:8][CH:7]=[C:6]([N+]([O-])=O)[C:3]=1[CH:4]=[O:5].[CH3:13][O:14][C:15]1[CH:20]=[CH:19][C:18]([SH:21])=[CH:17][CH:16]=1.C(=O)([O-])[O-].[K+].[K+], predict the reaction product.